From a dataset of Full USPTO retrosynthesis dataset with 1.9M reactions from patents (1976-2016). Predict the reactants needed to synthesize the given product. (1) The reactants are: [CH2:1]([N:4]([S:20]([C:23]1[CH:28]=[CH:27][CH:26]=[C:25]([O:29][CH3:30])[CH:24]=1)(=[O:22])=[O:21])[C@@H:5]([C:10]([O:12][CH2:13][C:14]1[CH:19]=[CH:18][CH:17]=[CH:16][CH:15]=1)=[O:11])[C:6]([CH3:9])([CH3:8])[CH3:7])[CH:2]=[CH2:3].B1C2CCCC1CCC2.Br[C:41]1[CH:42]=[N:43][CH:44]=[CH:45][CH:46]=1.C(=O)([O-])[O-].[K+].[K+]. Given the product [CH2:13]([O:12][C:10](=[O:11])[C@H:5]([N:4]([S:20]([C:23]1[CH:28]=[CH:27][CH:26]=[C:25]([O:29][CH3:30])[CH:24]=1)(=[O:22])=[O:21])[CH2:1][CH2:2][CH2:3][C:41]1[CH:42]=[N:43][CH:44]=[CH:45][CH:46]=1)[C:6]([CH3:9])([CH3:8])[CH3:7])[C:14]1[CH:15]=[CH:16][CH:17]=[CH:18][CH:19]=1, predict the reactants needed to synthesize it. (2) Given the product [Cl:1][C:2]1[C:3]([N:12]2[CH2:17][CH2:16][N:15]([CH2:18][C:19]3[C:24]([F:25])=[CH:23][CH:22]=[CH:21][C:20]=3[Cl:26])[CH2:14][CH2:13]2)=[C:4]2[N:9]=[C:33]([C:32]3[CH:35]=[CH:36][C:29]([N:28]([CH3:37])[CH3:27])=[CH:30][CH:31]=3)[NH:8][C:5]2=[N:6][CH:7]=1, predict the reactants needed to synthesize it. The reactants are: [Cl:1][C:2]1[C:3]([N:12]2[CH2:17][CH2:16][N:15]([CH2:18][C:19]3[C:24]([F:25])=[CH:23][CH:22]=[CH:21][C:20]=3[Cl:26])[CH2:14][CH2:13]2)=[C:4]([N+:9]([O-])=O)[C:5]([NH2:8])=[N:6][CH:7]=1.[CH3:27][N:28]([CH3:37])[C:29]1[CH:36]=[CH:35][C:32]([CH:33]=O)=[CH:31][CH:30]=1.[O-]S(S([O-])=O)=O.[Na+].[Na+]. (3) Given the product [F:29][C:30]1[CH:35]=[CH:34][CH:33]=[CH:32][C:31]=1[C:2]1[CH:28]=[CH:27][C:5]([C:6]([NH:8][C:9]2[CH:14]=[CH:13][C:12]([O:15][CH3:16])=[C:11]([NH:17][C:18](=[O:26])[CH2:19][N:20]3[CH2:25][CH2:24][O:23][CH2:22][CH2:21]3)[CH:10]=2)=[O:7])=[CH:4][N:3]=1, predict the reactants needed to synthesize it. The reactants are: Cl[C:2]1[CH:28]=[CH:27][C:5]([C:6]([NH:8][C:9]2[CH:14]=[CH:13][C:12]([O:15][CH3:16])=[C:11]([NH:17][C:18](=[O:26])[CH2:19][N:20]3[CH2:25][CH2:24][O:23][CH2:22][CH2:21]3)[CH:10]=2)=[O:7])=[CH:4][N:3]=1.[F:29][C:30]1[CH:35]=[CH:34][CH:33]=[CH:32][C:31]=1B(O)O.C(=O)([O-])[O-].[K+].[K+].